Task: Binary Classification. Given a drug SMILES string, predict its activity (active/inactive) in a high-throughput screening assay against a specified biological target.. Dataset: HIV replication inhibition screening data with 41,000+ compounds from the AIDS Antiviral Screen (1) The compound is CCC=CC(O)(C(=O)OC1CN2CCC1CC2)C1CCCC1. The result is 0 (inactive). (2) The drug is CCOC(=O)C1N(S(=O)(=O)c2ccc(C)cc2)CCC12c1ccccc1N(C(C)=O)C2C(C=CC(=O)OC)=CC(=O)OC. The result is 0 (inactive). (3) The compound is Cc1c(CCC(C)C)oc2cc3oc(CCC(C)C)c(C)c3cc12. The result is 0 (inactive). (4) The compound is CC1=C2C(=O)C(C)(C)C=C2C(=O)C(C)(O)C12CC2. The result is 0 (inactive). (5) The molecule is Cc1cc2c(cc1O)CCC1C2CCC2(C)C(O)CCC12. The result is 0 (inactive). (6) The molecule is Nc1c(N=Nc2ccc([N+](=O)[O-])cc2)c(S(=O)(=O)O)cc2cc(S(=O)(=O)O)c(N=Nc3ccccc3)c(O)c12. The result is 0 (inactive). (7) The drug is CCC(=O)OC1CCn2c1nc1c2C(=O)C(C)=C(NC(C)=O)C1=N. The result is 0 (inactive).